Dataset: Full USPTO retrosynthesis dataset with 1.9M reactions from patents (1976-2016). Task: Predict the reactants needed to synthesize the given product. Given the product [CH:1]1([O:4][C:5]2[CH:6]=[C:7]([CH:15]([C:24]3[CH:25]=[CH:26][C:27]([C:30]([OH:33])([CH3:32])[CH3:31])=[N:28][CH:29]=3)[CH2:16][C:17]3[CH:22]=[CH:21][C:20](=[O:44])[NH:19][CH:18]=3)[CH:8]=[CH:9][C:10]=2[O:11][CH:12]([F:14])[F:13])[CH2:3][CH2:2]1, predict the reactants needed to synthesize it. The reactants are: [CH:1]1([O:4][C:5]2[CH:6]=[C:7]([CH:15]([C:24]3[CH:25]=[CH:26][C:27]([C:30]([OH:33])([CH3:32])[CH3:31])=[N:28][CH:29]=3)[CH2:16][C:17]3[CH:18]=[N+:19]([O-])[CH:20]=[CH:21][CH:22]=3)[CH:8]=[CH:9][C:10]=2[O:11][CH:12]([F:14])[F:13])[CH2:3][CH2:2]1.C(N(CC)CC)C.FC(F)(F)C(OC(=O)C(F)(F)F)=[O:44].